Predict which catalyst facilitates the given reaction. From a dataset of Catalyst prediction with 721,799 reactions and 888 catalyst types from USPTO. Reactant: [CH:1]1([C:4]2[NH:8][C:7]3[CH:9]=[C:10]([C:20]4[C:21]([CH3:26])=[N:22][O:23][C:24]=4[CH3:25])[CH:11]=[C:12]([C:13]([CH2:17][CH2:18][CH3:19])=[CH:14][CH2:15][CH3:16])[C:6]=3[N:5]=2)[CH2:3][CH2:2]1. Product: [CH:1]1([C:4]2[NH:8][C:7]3[CH:9]=[C:10]([C:20]4[C:21]([CH3:26])=[N:22][O:23][C:24]=4[CH3:25])[CH:11]=[C:12]([CH:13]([CH2:17][CH2:18][CH3:19])[CH2:14][CH2:15][CH3:16])[C:6]=3[N:5]=2)[CH2:2][CH2:3]1. The catalyst class is: 63.